Dataset: Forward reaction prediction with 1.9M reactions from USPTO patents (1976-2016). Task: Predict the product of the given reaction. (1) Given the reactants [NH:1]1[CH2:5][CH2:4][CH2:3][C:2]1=[O:6].[C:7](O[C:7]([O:9][C:10]([CH3:13])([CH3:12])[CH3:11])=[O:8])([O:9][C:10]([CH3:13])([CH3:12])[CH3:11])=[O:8], predict the reaction product. The product is: [O:6]=[C:2]1[CH2:3][CH2:4][CH2:5][N:1]1[C:7]([O:9][C:10]([CH3:13])([CH3:12])[CH3:11])=[O:8]. (2) Given the reactants CC(OI1(OC(C)=O)(OC(C)=O)OC(=O)C2C=CC=CC1=2)=O.[C:23]([C:27]1[CH:32]=[CH:31][C:30]([C:33]2[NH:34][C:35](=[O:44])[C:36]3[N:37]([N:39]=[C:40]([CH2:42][OH:43])[CH:41]=3)[CH:38]=2)=[CH:29][CH:28]=1)([CH3:26])([CH3:25])[CH3:24], predict the reaction product. The product is: [C:23]([C:27]1[CH:28]=[CH:29][C:30]([C:33]2[NH:34][C:35](=[O:44])[C:36]3[N:37]([N:39]=[C:40]([CH:42]=[O:43])[CH:41]=3)[CH:38]=2)=[CH:31][CH:32]=1)([CH3:26])([CH3:24])[CH3:25]. (3) Given the reactants [Na].[C:2]([O:10]CC)(=O)[CH2:3][C:4]([O:6][CH2:7][CH3:8])=[O:5].[F:13][C:14]1[CH:19]=[CH:18][C:17]([CH2:20][CH2:21][NH:22][C:23](=[O:27])/[CH:24]=[CH:25]/[CH3:26])=[CH:16][CH:15]=1, predict the reaction product. The product is: [CH2:7]([O:6][C:4]([CH:3]1[CH:25]([CH3:26])[CH2:24][C:23](=[O:27])[N:22]([CH2:21][CH2:20][C:17]2[CH:16]=[CH:15][C:14]([F:13])=[CH:19][CH:18]=2)[C:2]1=[O:10])=[O:5])[CH3:8].